From a dataset of Reaction yield outcomes from USPTO patents with 853,638 reactions. Predict the reaction yield, written as a fraction of the theoretical maximum amount of product (1.0 means a 100% yield; for example, 0.34 means a 34% yield). (1) The reactants are [CH2:1]([O:3][C:4]([C:6]1[CH:7]=[N:8][C:9]2[C:14]([C:15]=1Cl)=[CH:13][CH:12]=[CH:11][C:10]=2[O:17][CH3:18])=[O:5])[CH3:2].[CH:19]1([NH2:22])[CH2:21][CH2:20]1. No catalyst specified. The product is [CH2:1]([O:3][C:4]([C:6]1[CH:7]=[N:8][C:9]2[C:14]([C:15]=1[NH:22][CH:19]1[CH2:21][CH2:20]1)=[CH:13][CH:12]=[CH:11][C:10]=2[O:17][CH3:18])=[O:5])[CH3:2]. The yield is 1.00. (2) The reactants are [O-]P([O-])([O-])=O.[K+].[K+].[K+].I[C:10]1[CH:11]=[C:12]([CH3:17])[CH:13]=[C:14]([CH3:16])[CH:15]=1.[NH2:18][C:19]1[CH:24]=[CH:23][C:22]([CH2:25][CH2:26][NH2:27])=[CH:21][CH:20]=1.C(O)CO.N. The catalyst is O.[Cu]I.C(O)(C)C. The product is [NH2:18][C:19]1[CH:24]=[CH:23][C:22]([CH:25]([C:10]2[CH:11]=[C:12]([CH3:17])[CH:13]=[C:14]([CH3:16])[CH:15]=2)[CH2:26][NH2:27])=[CH:21][CH:20]=1. The yield is 0.690. (3) The reactants are [N+:1]([C:4]([N+:8]([O-:10])=[O:9])(O)[CH2:5]C)([O-:3])=[O:2].[CH2:11]([CH:13]([CH2:17][CH2:18][CH2:19][CH3:20])[C:14]([OH:16])=[O:15])[CH3:12].Cl[CH:22](Cl)C. No catalyst specified. The product is [CH2:11]([CH:13]([CH2:17][CH2:18][CH2:19][CH3:20])[C:14]([O:16][CH2:22][C:4]([N+:8]([O-:10])=[O:9])([N+:1]([O-:3])=[O:2])[CH3:5])=[O:15])[CH3:12]. The yield is 0.870.